Dataset: Forward reaction prediction with 1.9M reactions from USPTO patents (1976-2016). Task: Predict the product of the given reaction. (1) Given the reactants [C:1]1([CH2:7][CH2:8][SH:9])[CH:6]=[CH:5][CH:4]=[CH:3][CH:2]=1.[C:10]1([CH2:16][CH2:17][CH:18](OS(C(F)(F)F)(=O)=O)[C:19]([O:21][CH2:22][CH3:23])=[O:20])[CH:15]=[CH:14][CH:13]=[CH:12][CH:11]=1.CCN(C(C)C)C(C)C.O, predict the reaction product. The product is: [C:10]1([CH2:16][CH2:17][CH:18]([S:9][CH2:8][CH2:7][C:1]2[CH:6]=[CH:5][CH:4]=[CH:3][CH:2]=2)[C:19]([O:21][CH2:22][CH3:23])=[O:20])[CH:15]=[CH:14][CH:13]=[CH:12][CH:11]=1. (2) The product is: [I:24][C:25]1[CH:30]=[CH:29][CH:28]=[CH:27][C:26]=1[C:31]1([C:34]([NH2:7])=[O:36])[CH2:33][CH2:32]1. Given the reactants C1C=CC2N(O)N=[N:7]C=2C=1.CCN=C=NCCCN(C)C.Cl.Cl.[I:24][C:25]1[CH:30]=[CH:29][CH:28]=[CH:27][C:26]=1[C:31]1([C:34]([OH:36])=O)[CH2:33][CH2:32]1.CCN(CC)CC.C(=O)([O-])[O-].[NH4+].[NH4+], predict the reaction product.